This data is from Forward reaction prediction with 1.9M reactions from USPTO patents (1976-2016). The task is: Predict the product of the given reaction. (1) Given the reactants [NH2:1][CH:2]([CH2:24][C:25]1[CH:26]=[N:27][CH:28]=[CH:29][CH:30]=1)[C:3]([N:5]1[CH2:10][CH2:9][N:8]([CH:11]([C:18]2[CH:23]=[CH:22][CH:21]=[CH:20][CH:19]=2)[C:12]2[CH:17]=[CH:16][CH:15]=[CH:14][CH:13]=2)[CH2:7][CH2:6]1)=[O:4].C(N(CC)CC)C.[CH3:38][O:39][C:40]1[CH:41]=[C:42]([CH:46]=[C:47]([O:51][CH3:52])[C:48]=1[O:49][CH3:50])[C:43](Cl)=[O:44], predict the reaction product. The product is: [CH:11]([N:8]1[CH2:9][CH2:10][N:5]([C:3](=[O:4])[CH:2]([NH:1][C:43](=[O:44])[C:42]2[CH:41]=[C:40]([O:39][CH3:38])[C:48]([O:49][CH3:50])=[C:47]([O:51][CH3:52])[CH:46]=2)[CH2:24][C:25]2[CH:26]=[N:27][CH:28]=[CH:29][CH:30]=2)[CH2:6][CH2:7]1)([C:18]1[CH:19]=[CH:20][CH:21]=[CH:22][CH:23]=1)[C:12]1[CH:17]=[CH:16][CH:15]=[CH:14][CH:13]=1. (2) Given the reactants [CH2:1]([S:3]([C:6]1[CH:13]=[CH:12][C:9]([C:10]#[N:11])=[CH:8][C:7]=1[NH:14][NH2:15])(=[O:5])=[O:4])[CH3:2].[NH2:16][C:17]1[C:25]([Cl:26])=[C:24]([CH2:27][N:28]2[CH2:33][CH2:32][N:31]([C:34]([O:36][C:37]([CH3:40])([CH3:39])[CH3:38])=[O:35])[CH2:30][CH2:29]2)[C:23]([C:41]([F:44])([F:43])[F:42])=[CH:22][C:18]=1[C:19](O)=[O:20].BrC1C(C)=CC(C(NNC2C=C(Cl)C=CC=2SCC)=O)=C([N+]([O-])=O)C=1, predict the reaction product. The product is: [NH2:16][C:17]1[C:25]([Cl:26])=[C:24]([CH2:27][N:28]2[CH2:33][CH2:32][N:31]([C:34]([O:36][C:37]([CH3:39])([CH3:38])[CH3:40])=[O:35])[CH2:30][CH2:29]2)[C:23]([C:41]([F:43])([F:44])[F:42])=[CH:22][C:18]=1[C:19](=[O:20])[NH:15][NH:14][C:7]1[CH:8]=[C:9]([C:10]#[N:11])[CH:12]=[CH:13][C:6]=1[S:3]([CH2:1][CH3:2])(=[O:4])=[O:5]. (3) Given the reactants [N:1]1[CH:6]=[CH:5][CH:4]=[CH:3][C:2]=1[C:7]1[CH:8]=[N:9][NH:10][C:11]=1[NH2:12].O=[C:14]([C:20]1[CH:25]=[CH:24][C:23]([CH3:26])=[CH:22][CH:21]=1)[CH2:15][C:16](OC)=[O:17], predict the reaction product. The product is: [N:1]1[CH:6]=[CH:5][CH:4]=[CH:3][C:2]=1[C:7]1[CH:8]=[N:9][N:10]2[C:16](=[O:17])[CH:15]=[C:14]([C:20]3[CH:21]=[CH:22][C:23]([CH3:26])=[CH:24][CH:25]=3)[NH:12][C:11]=12. (4) Given the reactants [Cl:1][C:2]1[CH:7]=[CH:6][N:5]=[C:4]2[N:8]([CH2:12][O:13][CH2:14][CH2:15][Si:16]([CH3:19])([CH3:18])[CH3:17])[C:9](I)=[CH:10][C:3]=12.[C:20]1(B(O)O)[CH:25]=[CH:24][CH:23]=[CH:22][CH:21]=1.C(=O)([O-])[O-].[K+].[K+], predict the reaction product. The product is: [Cl:1][C:2]1[CH:7]=[CH:6][N:5]=[C:4]2[N:8]([CH2:12][O:13][CH2:14][CH2:15][Si:16]([CH3:19])([CH3:18])[CH3:17])[C:9]([C:20]3[CH:25]=[CH:24][CH:23]=[CH:22][CH:21]=3)=[CH:10][C:3]=12. (5) Given the reactants Cl[S:2]([CH2:5][CH2:6][CH2:7][NH:8][C:9](=[O:11])[CH3:10])(=[O:4])=[O:3].[CH3:12][C:13]([CH3:20])([CH2:16][CH2:17][CH:18]=[CH2:19])[CH2:14][OH:15].C(N(CC)CC)C, predict the reaction product. The product is: [C:9]([NH:8][CH2:7][CH2:6][CH2:5][S:2]([O:15][CH2:14][C:13]([CH3:20])([CH3:12])[CH2:16][CH2:17][CH:18]=[CH2:19])(=[O:4])=[O:3])(=[O:11])[CH3:10]. (6) Given the reactants [CH2:1]([O:3][C:4]1[CH:5]=[CH:6][C:7]([F:21])=[C:8]([C:10]2[CH:15]=[C:14]([CH:16]([CH3:18])[CH3:17])[N:13]=[C:12]([C:19]#N)[CH:11]=2)[CH:9]=1)[CH3:2].[O:22]1CCOC[CH2:23]1.C[OH:29], predict the reaction product. The product is: [CH2:1]([O:3][C:4]1[CH:5]=[CH:6][C:7]([F:21])=[C:8]([C:10]2[CH:15]=[C:14]([CH:16]([CH3:18])[CH3:17])[N:13]=[C:12]([C:19]([O:22][CH3:23])=[O:29])[CH:11]=2)[CH:9]=1)[CH3:2]. (7) Given the reactants [Cl:1][C:2]1[CH:22]=[C:21]([Cl:23])[CH:20]=[CH:19][C:3]=1[CH2:4][C:5]1[C:6](=[O:18])[NH:7][C:8]2[C:13]([C:14]=1[CH3:15])=[C:12]([OH:16])[CH:11]=[CH:10][C:9]=2[F:17].CN(C)C=O.C(=O)([O-])[O-].[K+].[K+].[CH3:35][O:36][C:37](=[O:41])[C@@H:38](Cl)[CH3:39], predict the reaction product. The product is: [CH3:35][O:36][C:37](=[O:41])[C@H:38]([O:16][C:12]1[CH:11]=[CH:10][C:9]([F:17])=[C:8]2[C:13]=1[C:14]([CH3:15])=[C:5]([CH2:4][C:3]1[CH:19]=[CH:20][C:21]([Cl:23])=[CH:22][C:2]=1[Cl:1])[C:6](=[O:18])[NH:7]2)[CH3:39]. (8) Given the reactants [Cl:1][C:2]1[CH:10]=[C:9]([C:11]([NH:13][CH:14]([C:16]2[NH:20][C:19]3[CH:21]=[CH:22][C:23]([Cl:25])=[CH:24][C:18]=3[N:17]=2)[CH3:15])=[O:12])[CH:8]=[CH:7][C:3]=1[C:4]([OH:6])=O.CN(C(ON1N=NC2C=CC=CC1=2)=[N+](C)C)C.[B-](F)(F)(F)F.C(N(C(C)C)CC)(C)C.[CH2:57]([O:59][C:60]([CH2:62][CH:63]1[NH:68][CH2:67][CH2:66][NH:65][C:64]1=[O:69])=[O:61])[CH3:58].ClCl, predict the reaction product. The product is: [Cl:1][C:2]1[CH:10]=[C:9]([CH:8]=[CH:7][C:3]=1[C:4]([N:68]1[CH2:67][CH2:66][NH:65][C:64](=[O:69])[CH:63]1[CH2:62][C:60]([O:59][CH2:57][CH3:58])=[O:61])=[O:6])[C:11]([NH:13][CH:14]([C:16]1[NH:20][C:19]2[CH:21]=[CH:22][C:23]([Cl:25])=[CH:24][C:18]=2[N:17]=1)[CH3:15])=[O:12].